Task: Binary Classification. Given a miRNA mature sequence and a target amino acid sequence, predict their likelihood of interaction.. Dataset: Experimentally validated miRNA-target interactions with 360,000+ pairs, plus equal number of negative samples (1) The miRNA is hsa-miR-6510-5p with sequence CAGCAGGGGAGAGAGAGGAGUC. The protein sequence of the target gene is MYTITKGPSKLVAQRRTGPTQQQVEGRLGELLKCRQPAPPTSQPPRAQPFAQPPGPWPLSSPGPRLVFNRVNGRRAPSTSPSFEGTQETYTVAHEENVRFVSEAWQQVQQQLDGGPAGEGGPRPVQYVERTPNPRLQNFVPIDLDEWWAQQFLARITSCS. Result: 1 (interaction). (2) The miRNA is hsa-miR-4689 with sequence UUGAGGAGACAUGGUGGGGGCC. The protein sequence of the target gene is MAGRTVRAETRSRAKDDIKKVMATIEKVRRWEKRWVTVGDTSLRIFKWVPVVDPQEEERRRAGGGAERSRGRERRGRGTSPRGGGPLILLDLNDENSNQSFHSEGSLQKGAEPSPGGTPQPSRPGSPTGPPEVITEDTQPPQLGQERDPGGTPAGGTDEPPKLTKEEPVPELLEAEAPEAYPVFEPVPSVPEAAQGDTEDSEGAPPLKRICPNAPDP. Result: 0 (no interaction). (3) The miRNA is hsa-miR-548ap-5p with sequence AAAAGUAAUUGCGGUCUUU. The protein sequence of the target gene is MSDSGEQNYGERESRSASRSGSAHGSGKSARHTPARSRSKEDSRRSRSKSRSRSESRSRSRRSSRRHYTRSRSRSRSHRRSRSRSYSRDYRRRHSHSHSPMSTRRRHVGNRANPDPNCCLGVFGLSLYTTERDLREVFSKYGPIADVSIVYDQQSRRSRGFAFVYFENVDDAKEAKERANGMELDGRRIRVDFSITKRPHTPTPGIYMGRPTYGSSRRRDYYDRGYDRGYDDRDYYSRSYRGGGGGGGGWRAAQDRDQIYRRRSPSPYYSRGGYRSRSRSRSYSPRRY. Result: 1 (interaction).